Dataset: Full USPTO retrosynthesis dataset with 1.9M reactions from patents (1976-2016). Task: Predict the reactants needed to synthesize the given product. (1) Given the product [CH3:11][C:10]1[CH:9]=[C:8]2[C:4](=[CH:3][C:2]=1[CH3:1])[C:5](=[O:20])[N:6]([C:13]1[CH:18]=[CH:17][C:16]([F:19])=[CH:15][CH:14]=1)[CH:7]2[OH:12], predict the reactants needed to synthesize it. The reactants are: [CH3:1][C:2]1[CH:3]=[C:4]2[C:8](=[CH:9][C:10]=1[CH3:11])[C:7](=[O:12])[N:6]([C:13]1[CH:18]=[CH:17][C:16]([F:19])=[CH:15][CH:14]=1)[C:5]2=[O:20].[BH4-].[Na+].O. (2) Given the product [F:1][C:2]1[C:7]([F:8])=[CH:6][CH:5]=[CH:4][C:3]=1[C@@H:9]1[CH2:19][CH2:18][C@@H:17]([N:30]2[C:31](=[O:38])[C:32]3[C:37](=[CH:36][CH:35]=[CH:34][CH:33]=3)[C:29]2=[O:39])[C:12]2=[N:13][CH:14]=[CH:15][N:16]=[C:11]2[C@H:10]1[NH:21][C:22](=[O:28])[O:23][C:24]([CH3:26])([CH3:27])[CH3:25], predict the reactants needed to synthesize it. The reactants are: [F:1][C:2]1[C:7]([F:8])=[CH:6][CH:5]=[CH:4][C:3]=1[C@@H:9]1[CH2:19][CH2:18][C@H:17](O)[C:12]2=[N:13][CH:14]=[CH:15][N:16]=[C:11]2[C@H:10]1[NH:21][C:22](=[O:28])[O:23][C:24]([CH3:27])([CH3:26])[CH3:25].[C:29]1(=[O:39])[C:37]2[C:32](=[CH:33][CH:34]=[CH:35][CH:36]=2)[C:31](=[O:38])[NH:30]1.C1(P(C2C=CC=CC=2)C2C=CC=CC=2)C=CC=CC=1.CC(OC(/N=N/C(OC(C)C)=O)=O)C. (3) Given the product [CH3:5][C:2]([NH:6][C:7](=[O:16])[C:8]1[CH:13]=[CH:12][C:11]([F:14])=[CH:10][C:9]=1[F:15])([CH3:1])[CH:3]=[CH2:4], predict the reactants needed to synthesize it. The reactants are: [CH3:1][C:2]([NH:6][C:7](=[O:16])[C:8]1[CH:13]=[CH:12][C:11]([F:14])=[CH:10][C:9]=1[F:15])([CH3:5])[C:3]#[CH:4].N1C2C(=CC=CC=2)C=CC=1. (4) Given the product [CH3:27][O:31][N:32]([CH3:33])[C:14]([CH:11]1[CH2:12][CH2:13][N:8]([CH2:1][C:2]2[CH:7]=[CH:6][CH:5]=[CH:4][CH:3]=2)[CH2:9][CH:10]1[C:17]1[CH:22]=[CH:21][C:20]([Cl:23])=[CH:19][CH:18]=1)=[O:15], predict the reactants needed to synthesize it. The reactants are: [CH2:1]([N:8]1[CH2:13][CH2:12][CH:11]([C:14](O)=[O:15])[CH:10]([C:17]2[CH:22]=[CH:21][C:20]([Cl:23])=[CH:19][CH:18]=2)[CH2:9]1)[C:2]1[CH:7]=[CH:6][CH:5]=[CH:4][CH:3]=1.CN([C:27]([O:31][N:32]1N=NC2C=CC=N[C:33]1=2)=[N+](C)C)C.F[P-](F)(F)(F)(F)F.CNOC.CCN(C(C)C)C(C)C. (5) Given the product [Br:8][C:5]1[CH:6]=[CH:7][C:2]([NH:1][C:15](=[O:16])[O:14][C:11]([CH3:13])([CH3:12])[CH3:10])=[C:3]([NH:9][C:15](=[O:16])[O:14][C:11]([CH3:13])([CH3:12])[CH3:10])[CH:4]=1, predict the reactants needed to synthesize it. The reactants are: [NH2:1][C:2]1[CH:7]=[CH:6][C:5]([Br:8])=[CH:4][C:3]=1[NH2:9].[CH3:10][C:11]([O:14][C:15](O[C:15]([O:14][C:11]([CH3:13])([CH3:12])[CH3:10])=[O:16])=[O:16])([CH3:13])[CH3:12]. (6) Given the product [CH3:12][C:9]1([CH3:13])[CH:8]2[CH:10]1[CH2:11][NH:6][CH:7]2[C:14]([OH:16])=[O:15], predict the reactants needed to synthesize it. The reactants are: CC(C)(C)[C@H](NC1C=CC=C(C(F)(F)F)C=1)C([N:6]1[CH2:11][C@H:10]2[C@H:8]([C:9]2([CH3:13])[CH3:12])[C@H:7]1[C:14]([O:16]C)=[O:15])=O.[OH-].[Na+]. (7) Given the product [F:2][C:3]1[CH:4]=[C:5]([CH:43]=[CH:44][CH:45]=1)[CH2:6][N:7]1[CH:11]=[C:10]([C:12]2[C:20]3[C:15](=[N:16][CH:17]=[C:18]([C:21]4[CH:22]=[CH:23][C:24]([CH:27]5[CH2:32][CH2:31][NH:30][CH2:29][CH2:28]5)=[CH:25][CH:26]=4)[CH:19]=3)[NH:14][CH:13]=2)[CH:9]=[N:8]1, predict the reactants needed to synthesize it. The reactants are: Cl.[F:2][C:3]1[CH:4]=[C:5]([CH:43]=[CH:44][CH:45]=1)[CH2:6][N:7]1[CH:11]=[C:10]([C:12]2[C:20]3[C:15](=[N:16][CH:17]=[C:18]([C:21]4[CH:26]=[CH:25][C:24]([CH:27]5[CH2:32][CH2:31][NH:30][CH2:29][CH2:28]5)=[CH:23][CH:22]=4)[CH:19]=3)[N:14](S(C3C=CC(C)=CC=3)(=O)=O)[CH:13]=2)[CH:9]=[N:8]1.FC1C=C(C=CC=1)CN1C=C(C2C3C(=NC=C(C4C=CC(C5CCN(C[C@@H](O)C)CC5)=CC=4)C=3)N(S(C3C=CC(C)=CC=3)(=O)=O)C=2)C=N1.[OH-].[Li+].